From a dataset of Full USPTO retrosynthesis dataset with 1.9M reactions from patents (1976-2016). Predict the reactants needed to synthesize the given product. (1) Given the product [ClH:44].[NH2:1][C:2]1[N:7]=[CH:6][N:5]=[C:4]2[N:8]([CH:25]([C:27]3[O:28][C:29](=[O:43])[C:30]4[C:35]([C:36]=3[C:37]3[CH:42]=[CH:41][CH:40]=[CH:39][CH:38]=3)=[CH:34][CH:33]=[CH:32][CH:31]=4)[CH3:26])[N:9]=[C:10]([C:11]3[CH:12]=[N:13][CH:14]=[C:15]([OH:17])[CH:16]=3)[C:3]=12, predict the reactants needed to synthesize it. The reactants are: [NH2:1][C:2]1[N:7]=[CH:6][N:5]=[C:4]2[N:8]([CH:25]([C:27]3[O:28][C:29](=[O:43])[C:30]4[C:35]([C:36]=3[C:37]3[CH:42]=[CH:41][CH:40]=[CH:39][CH:38]=3)=[CH:34][CH:33]=[CH:32][CH:31]=4)[CH3:26])[N:9]=[C:10]([C:11]3[CH:12]=[N:13][CH:14]=[C:15]([O:17][Si](C(C)(C)C)(C)C)[CH:16]=3)[C:3]=12.[ClH:44]. (2) The reactants are: [CH3:1][O:2][C:3](=[O:30])/[CH:4]=[CH:5]/[C:6]1[CH:7]=[C:8]2[C:26](=[CH:27][CH:28]=1)[O:25][C:11]1([CH2:17][CH2:16][CH2:15][N:14]([C:18](OC(C)(C)C)=O)[CH2:13][CH2:12]1)[CH2:10][C:9]2=[O:29].C(=O)[C:32]1[CH:37]=[CH:36][CH:35]=[CH:34][CH:33]=1.[BH-](OC(C)=O)(OC(C)=O)OC(C)=O.[Na+].N. Given the product [CH3:1][O:2][C:3](=[O:30])/[CH:4]=[CH:5]/[C:6]1[CH:7]=[C:8]2[C:26](=[CH:27][CH:28]=1)[O:25][C:11]1([CH2:17][CH2:16][CH2:15][N:14]([CH2:18][C:32]3[CH:37]=[CH:36][CH:35]=[CH:34][CH:33]=3)[CH2:13][CH2:12]1)[CH2:10][C:9]2=[O:29], predict the reactants needed to synthesize it. (3) Given the product [C:16]([O:20][C:21](=[O:42])[N:22]([C:28]1[CH:33]=[C:32]([N:34]2[CH2:35][CH2:36][S:37][CH2:38][CH2:39]2)[CH:31]=[C:30]([CH:40]([OH:41])[CH2:8][C:9]2[O:10][C:11]([CH3:15])=[C:12]([CH3:14])[N:13]=2)[N:29]=1)[CH2:23][C:24]([F:25])([F:27])[F:26])([CH3:19])([CH3:17])[CH3:18], predict the reactants needed to synthesize it. The reactants are: C(NC(C)C)(C)C.[CH3:8][C:9]1[O:10][C:11]([CH3:15])=[C:12]([CH3:14])[N:13]=1.[C:16]([O:20][C:21](=[O:42])[N:22]([C:28]1[CH:33]=[C:32]([N:34]2[CH2:39][CH2:38][S:37][CH2:36][CH2:35]2)[CH:31]=[C:30]([CH:40]=[O:41])[N:29]=1)[CH2:23][C:24]([F:27])([F:26])[F:25])([CH3:19])([CH3:18])[CH3:17].[Cl-].[NH4+]. (4) Given the product [C@@H:19]12[O:22][C@@H:15]([CH2:21][CH2:20]1)[CH2:16][N:17]([C:45]1[C:3]3[CH2:4][CH2:5][CH2:6][O:1][C:2]=3[N:50]=[C:48]([C:37]3[CH:38]=[N:39][C:40]([NH2:43])=[N:41][CH:42]=3)[N:47]=1)[CH2:18]2, predict the reactants needed to synthesize it. The reactants are: [O:1]1[CH2:6][CH2:5][CH2:4][CH2:3][C:2]1=O.O1CCCC(=O)C1.[C@@H:15]12[O:22][C@@H:19]([CH2:20][CH2:21]1)[CH2:18][NH:17][CH2:16]2.N1CCOCC1.CC1(C)C(C)(C)OB([C:37]2[CH:38]=[N:39][C:40]([NH2:43])=[N:41][CH:42]=2)O1.[CH2:45]([NH:47][C:48]([NH:50]C1C=CC(B2OC(C)(C)C(C)(C)O2)=CC=1)=O)C. (5) Given the product [CH2:32]([N:31]([CH2:39][C:40]1[CH:41]=[CH:42][CH:43]=[CH:44][CH:45]=1)[CH:21]1[CH2:22][O:23][C:5]2[N:6]=[CH:7][C:2]([Br:1])=[CH:3][C:4]=2[N:9]([S:10]([C:13]2[CH:14]=[C:15]([CH3:19])[CH:16]=[CH:17][CH:18]=2)(=[O:12])=[O:11])[CH2:20]1)[C:33]1[CH:38]=[CH:37][CH:36]=[CH:35][CH:34]=1, predict the reactants needed to synthesize it. The reactants are: [Br:1][C:2]1[CH:3]=[C:4]([N:9]([CH2:20][CH:21]([N:31]([CH2:39][C:40]2[CH:45]=[CH:44][CH:43]=[CH:42][CH:41]=2)[CH2:32][C:33]2[CH:38]=[CH:37][CH:36]=[CH:35][CH:34]=2)[CH2:22][O:23][Si](C(C)(C)C)(C)C)[S:10]([C:13]2[CH:18]=[CH:17][CH:16]=[C:15]([CH3:19])[CH:14]=2)(=[O:12])=[O:11])[C:5](Cl)=[N:6][CH:7]=1.[F-].C([N+](CCCC)(CCCC)CCCC)CCC. (6) Given the product [Cl:32][C:33]1[CH:40]=[CH:39][CH:38]=[CH:37][C:34]=1[CH2:35][N:12]1[C:11]2[CH2:10][CH2:9][CH:8]([NH:16][C:17](=[O:21])[CH:18]([CH3:19])[CH3:20])[CH2:7][C:6]=2[C:5]2[C:13]1=[CH:14][CH:15]=[C:3]([O:2][CH3:1])[CH:4]=2, predict the reactants needed to synthesize it. The reactants are: [CH3:1][O:2][C:3]1[CH:4]=[C:5]2[C:13](=[CH:14][CH:15]=1)[NH:12][C:11]1[CH2:10][CH2:9][CH:8]([NH:16][C:17](=[O:21])[CH:18]([CH3:20])[CH3:19])[CH2:7][C:6]2=1.C[Si]([N-][Si](C)(C)C)(C)C.[K+].[Cl:32][C:33]1[CH:40]=[CH:39][CH:38]=[CH:37][C:34]=1[CH2:35]Br. (7) Given the product [CH3:3][CH:2]1[N:7]([CH:8]2[CH2:9][CH2:10][O:11][CH2:12][CH2:13]2)[C:5](=[O:6])[NH:4][CH2:1]1, predict the reactants needed to synthesize it. The reactants are: [CH2:1]([NH:4][C:5]([NH:7][CH:8]1[CH2:13][CH2:12][O:11][CH2:10][CH2:9]1)=[O:6])[C:2]#[CH:3].[H-].[Na+]. (8) The reactants are: [O:1]=[C:2]1[C:6]2([CH2:11][CH2:10][NH:9][CH2:8][CH2:7]2)[N:5]([C:12]2[CH:17]=[CH:16][CH:15]=[CH:14][CH:13]=2)[CH2:4][N:3]1[CH2:18][C:19]1[CH:20]=[C:21]([CH:29]=[CH:30][CH:31]=1)[C:22]([O:24][C:25]([CH3:28])([CH3:27])[CH3:26])=[O:23].C(=O)([O-])[O-].[K+].[K+].[I-].[Na+].Cl[CH2:41][CH2:42][CH2:43][N:44]1[C:49](=[O:50])[CH2:48][O:47][C:46]2[CH:51]=[CH:52][CH:53]=[CH:54][C:45]1=2. Given the product [O:1]=[C:2]1[C:6]2([CH2:11][CH2:10][N:9]([CH2:41][CH2:42][CH2:43][N:44]3[C:49](=[O:50])[CH2:48][O:47][C:46]4[CH:51]=[CH:52][CH:53]=[CH:54][C:45]3=4)[CH2:8][CH2:7]2)[N:5]([C:12]2[CH:13]=[CH:14][CH:15]=[CH:16][CH:17]=2)[CH2:4][N:3]1[CH2:18][C:19]1[CH:20]=[C:21]([CH:29]=[CH:30][CH:31]=1)[C:22]([O:24][C:25]([CH3:28])([CH3:26])[CH3:27])=[O:23], predict the reactants needed to synthesize it.